This data is from Catalyst prediction with 721,799 reactions and 888 catalyst types from USPTO. The task is: Predict which catalyst facilitates the given reaction. Reactant: [Cl:1][C:2]1[CH:3]=[C:4]([NH:8][C:9]2[C:18]3[C:13](=[CH:14][N:15]=[CH:16][CH:17]=3)[C:12]3=[CH:19][CH:20]=[CH:21][C:22]([C:23]([OH:25])=O)=[C:11]3[N:10]=2)[CH:5]=[CH:6][CH:7]=1.C1C=CC2N(O)N=[N:32]C=2C=1.[Cl-].[NH4+].CCN(C(C)C)C(C)C.CCN=C=NCCCN(C)C. Product: [Cl:1][C:2]1[CH:3]=[C:4]([NH:8][C:9]2[C:18]3[C:13](=[CH:14][N:15]=[CH:16][CH:17]=3)[C:12]3=[CH:19][CH:20]=[CH:21][C:22]([C:23]([NH2:32])=[O:25])=[C:11]3[N:10]=2)[CH:5]=[CH:6][CH:7]=1. The catalyst class is: 179.